This data is from Forward reaction prediction with 1.9M reactions from USPTO patents (1976-2016). The task is: Predict the product of the given reaction. (1) Given the reactants [CH2:1]([C:3]1[N:7]([C:8]2[CH:13]=[CH:12][CH:11]=[CH:10][CH:9]=2)[N:6]=[CH:5][CH:4]=1)[CH3:2].[I:14]N1C(=O)CCC1=O.C(#N)C, predict the reaction product. The product is: [CH2:1]([C:3]1[N:7]([C:8]2[CH:13]=[CH:12][CH:11]=[CH:10][CH:9]=2)[N:6]=[CH:5][C:4]=1[I:14])[CH3:2]. (2) Given the reactants [NH2:1][C:2]1[CH:9]=[CH:8][C:7]([C:10]2[N:15]=[C:14]3[N:16](C4CCCCO4)[N:17]=[CH:18][C:13]3=[C:12]([CH:25]([F:27])[F:26])[CH:11]=2)=[CH:6][C:3]=1[C:4]#[N:5].Cl.C(=O)([O-])O.[Na+], predict the reaction product. The product is: [NH2:1][C:2]1[CH:9]=[CH:8][C:7]([C:10]2[N:15]=[C:14]3[NH:16][N:17]=[CH:18][C:13]3=[C:12]([CH:25]([F:27])[F:26])[CH:11]=2)=[CH:6][C:3]=1[C:4]#[N:5]. (3) Given the reactants C([N:5]1[C:13]2[CH:12]=[CH:11][N:10]=[C:9]([O:14][CH3:15])[C:8]=2[C:7]([C:16]2[CH:21]=[CH:20][C:19]([N:22]3[CH2:27][CH2:26][O:25][CH2:24][CH2:23]3)=[CH:18][CH:17]=2)=[N:6]1)(C)(C)C.O, predict the reaction product. The product is: [CH3:15][O:14][C:9]1[C:8]2[C:7]([C:16]3[CH:17]=[CH:18][C:19]([N:22]4[CH2:27][CH2:26][O:25][CH2:24][CH2:23]4)=[CH:20][CH:21]=3)=[N:6][NH:5][C:13]=2[CH:12]=[CH:11][N:10]=1. (4) The product is: [Cl:8][C:9]1[CH:10]=[CH:11][C:12]([S:42]([CH2:45][CH3:46])(=[O:43])=[O:44])=[C:13]([CH:41]=1)[CH2:14][N:15]1[C:24](=[O:25])[C:23]2[C:18](=[CH:19][C:20]([CH2:30][N:31]3[CH2:36][CH2:35][NH:34][CH2:33][CH2:32]3)=[C:21]([C:26]([F:29])([F:27])[F:28])[CH:22]=2)[NH:17][C:16]1=[O:40]. Given the reactants C(O)(C(F)(F)F)=O.[Cl:8][C:9]1[CH:10]=[CH:11][C:12]([S:42]([CH2:45][CH3:46])(=[O:44])=[O:43])=[C:13]([CH:41]=1)[CH2:14][N:15]1[C:24](=[O:25])[C:23]2[C:18](=[CH:19][C:20]([CH2:30][N:31]3[CH2:36][CH2:35][N:34](C(O)=O)[CH2:33][CH2:32]3)=[C:21]([C:26]([F:29])([F:28])[F:27])[CH:22]=2)[NH:17][C:16]1=[O:40], predict the reaction product.